From a dataset of Forward reaction prediction with 1.9M reactions from USPTO patents (1976-2016). Predict the product of the given reaction. (1) Given the reactants [CH2:1]([C:4]1[S:27][C:7]2[N:8]=[C:9]([CH2:25]O)[N:10]=[C:11]([N:12]3[CH2:17][CH2:16][N:15]4[C:18]([C:21]([F:24])([F:23])[F:22])=[N:19][N:20]=[C:14]4[CH2:13]3)[C:6]=2[CH:5]=1)[CH2:2][CH3:3].C1(C)C=CC(S([Cl:37])(=O)=O)=CC=1, predict the reaction product. The product is: [Cl:37][CH2:25][C:9]1[N:10]=[C:11]([N:12]2[CH2:17][CH2:16][N:15]3[C:18]([C:21]([F:24])([F:23])[F:22])=[N:19][N:20]=[C:14]3[CH2:13]2)[C:6]2[CH:5]=[C:4]([CH2:1][CH2:2][CH3:3])[S:27][C:7]=2[N:8]=1. (2) Given the reactants [CH3:1][N:2]([CH3:27])[C:3](=[O:26])[CH2:4][N:5]([C@@H:13]1[C:21]2[C:16](=[C:17]([C:22](=[NH:25])[NH:23][OH:24])[CH:18]=[CH:19][CH:20]=2)[CH2:15][CH2:14]1)[C:6](=[O:12])[O:7][C:8]([CH3:11])([CH3:10])[CH3:9].[CH2:28]([O:30][C:31]1[CH:32]=[C:33]([CH2:40][C:41](O)=O)[CH:34]=[CH:35][C:36]=1[O:37][CH2:38][CH3:39])[CH3:29], predict the reaction product. The product is: [CH2:28]([O:30][C:31]1[CH:32]=[C:33]([CH:34]=[CH:35][C:36]=1[O:37][CH2:38][CH3:39])[CH2:40][C:41]1[O:24][N:23]=[C:22]([C:17]2[CH:18]=[CH:19][CH:20]=[C:21]3[C:16]=2[CH2:15][CH2:14][C@@H:13]3[N:5]([CH2:4][C:3]([N:2]([CH3:1])[CH3:27])=[O:26])[C:6](=[O:12])[O:7][C:8]([CH3:11])([CH3:10])[CH3:9])[N:25]=1)[CH3:29]. (3) The product is: [CH3:26][N:17]([C:11]1[CH:12]=[CH:13][CH:14]=[C:15]2[C:10]=1[NH:9][C:8]([C:6]1[S:7][CH:3]([CH2:1][N:28]3[CH2:33][CH2:32][S:31](=[O:34])[CH2:30][CH2:29]3)[CH2:4][N:5]=1)=[CH:16]2)[S:18]([C:21]1[S:22][CH:23]=[CH:24][CH:25]=1)(=[O:19])=[O:20]. Given the reactants [CH:1]([CH:3]1[S:7][C:6]([C:8]2[NH:9][C:10]3[C:15]([CH:16]=2)=[CH:14][CH:13]=[CH:12][C:11]=3[N:17]([CH3:26])[S:18]([C:21]2[S:22][CH:23]=[CH:24][CH:25]=2)(=[O:20])=[O:19])=[N:5][CH2:4]1)=O.Cl.[NH:28]1[CH2:33][CH2:32][S:31](=[O:34])[CH2:30][CH2:29]1.C(O[BH-](OC(=O)C)OC(=O)C)(=O)C.[Na+].C(=O)([O-])O.[Na+], predict the reaction product. (4) Given the reactants [Cl:1][C:2]1[CH:7]=[CH:6][C:5]([CH:8]2[C:15]3[C:14]([CH3:16])=[N:13][NH:12][C:11]=3[C:10](=[O:17])[N:9]2[CH2:18][C:19]2[CH:24]=[CH:23][C:22]([O:25][CH3:26])=[CH:21][CH:20]=2)=[CH:4][CH:3]=1.[CH:44]1[CH:43]=CC(P([C:40]2[CH:45]=[CH:44][CH:43]=CC=2)[C:44]2[CH:43]=CC=[CH:40][CH:45]=2)=[CH:40][CH:45]=1.C1(O)CCC1.CCOC(/N=N/C(OCC)=O)=O.C1(C)C=CC=CC=1, predict the reaction product. The product is: [Cl:1][C:2]1[CH:7]=[CH:6][C:5]([CH:8]2[C:15]3[C:14]([CH3:16])=[N:13][N:12]([CH:43]4[CH2:44][CH2:45][CH2:40]4)[C:11]=3[C:10](=[O:17])[N:9]2[CH2:18][C:19]2[CH:20]=[CH:21][C:22]([O:25][CH3:26])=[CH:23][CH:24]=2)=[CH:4][CH:3]=1.